This data is from Experimental lipophilicity measurements (octanol/water distribution) for 4,200 compounds from AstraZeneca. The task is: Regression/Classification. Given a drug SMILES string, predict its absorption, distribution, metabolism, or excretion properties. Task type varies by dataset: regression for continuous measurements (e.g., permeability, clearance, half-life) or binary classification for categorical outcomes (e.g., BBB penetration, CYP inhibition). For this dataset (lipophilicity_astrazeneca), we predict Y. (1) The molecule is COc1ncc2ccc(=O)n(CCN3CCC(NCc4cc5c(cn4)OCCO5)CC3)c2n1. The Y is 0.200 logD. (2) The compound is CC(C)(C)OC(=O)N1CCN(c2ncc(OCc3c(F)cncc3F)cn2)CC1. The Y is 3.70 logD. (3) The drug is COc1cc(C(=O)N2CCOCC2)ccc1Nc1ncc(Cl)c(-c2cnc3ccccn23)n1. The Y is 3.40 logD. (4) The molecule is O=C(NCc1ccncc1)c1ccc(Oc2ccc(C#C[C@]3(O)CN4CCC3CC4)cc2)cc1. The Y is 2.42 logD. (5) The molecule is C[C@H]1COc2c(N3CCN(C)CC3)c(F)cc3c(=O)c(C(=O)O)cn1c23. The Y is -0.350 logD. (6) The molecule is CN1CCC[C@H]1CCN1CCCc2cc(NC(=N)c3cccs3)ccc21. The Y is 0.370 logD. (7) The compound is Cc1nc(C)c(-c2ccc3c(c2)CC[C@]32CC[C@@H](CC(=O)O)CC2)nc1C(N)=O. The Y is 1.50 logD. (8) The compound is COc1cc(/C=C2/SC(=O)NC2=O)cc(OC)c1O. The Y is 0.740 logD. (9) The molecule is COc1ccc(-c2ccc3c(N4CCOC[C@@H]4C)nc(-n4ccnc4)nc3n2)cc1CO. The Y is 2.60 logD.